This data is from Reaction yield outcomes from USPTO patents with 853,638 reactions. The task is: Predict the reaction yield, written as a fraction of the theoretical maximum amount of product (1.0 means a 100% yield; for example, 0.34 means a 34% yield). The catalyst is CO. The product is [O:1]1[CH:5]=[CH:4][C:3]([CH:6]2[C:10]3[C:11]([CH3:31])=[C:12]([N:17]4[CH2:18][CH2:19][N:20]([C:23]5[CH:28]=[CH:27][C:26]([O:29][CH3:30])=[CH:25][CH:24]=5)[CH2:21][CH2:22]4)[C:13]([CH3:16])=[C:14]([CH3:15])[C:9]=3[O:8][C:7]2([CH3:33])[CH3:32])=[CH:2]1. The yield is 0.720. The reactants are [O:1]1[CH:5]=[CH:4][C:3]([C:6]2(O)[C:10]3[C:11]([CH3:31])=[C:12]([N:17]4[CH2:22][CH2:21][N:20]([C:23]5[CH:28]=[CH:27][C:26]([O:29][CH3:30])=[CH:25][CH:24]=5)[CH2:19][CH2:18]4)[C:13]([CH3:16])=[C:14]([CH3:15])[C:9]=3[O:8][C:7]2([CH3:33])[CH3:32])=[CH:2]1.